From a dataset of Forward reaction prediction with 1.9M reactions from USPTO patents (1976-2016). Predict the product of the given reaction. (1) Given the reactants [F:8][C:7]([F:10])([F:9])[C:6](O[C:6](=[O:11])[C:7]([F:10])([F:9])[F:8])=[O:11].[Si:14]([O:21][CH2:22][C@@H:23]1[C@@H:27]([C:28]2[CH:33]=[CH:32][CH:31]=[CH:30][CH:29]=2)[CH2:26][NH:25][CH2:24]1)([C:17]([CH3:20])([CH3:19])[CH3:18])([CH3:16])[CH3:15].C([C@H]1COC(=O)N1C(=O)/C=C/C1C=CC=CC=1)C1C=CC=CC=1, predict the reaction product. The product is: [Si:14]([O:21][CH2:22][C@@H:23]1[C@@H:27]([C:28]2[CH:33]=[CH:32][CH:31]=[CH:30][CH:29]=2)[CH2:26][N:25]([C:6](=[O:11])[C:7]([F:8])([F:9])[F:10])[CH2:24]1)([C:17]([CH3:20])([CH3:19])[CH3:18])([CH3:16])[CH3:15]. (2) Given the reactants C[C:2]1[CH:7]=[CH:6][C:5]([CH:8]2[CH2:10][O:9]2)=[CH:4][C:3]=1[N+:11]([O-:13])=[O:12].[CH2:14]([NH:21][C:22]1([CH3:33])[CH2:30][C:29]2[C:24](=[CH:25][C:26]([CH3:32])=[C:27]([CH3:31])[CH:28]=2)[CH2:23]1)[C:15]1[CH:20]=[CH:19][CH:18]=[CH:17][CH:16]=1, predict the reaction product. The product is: [CH2:8]([O:9][C:2]1[CH:7]=[CH:6][C:5]([C@@H:8]([OH:9])[CH2:10][N:21]([CH2:14][C:15]2[CH:20]=[CH:19][CH:18]=[CH:17][CH:16]=2)[C:22]2([CH3:33])[CH2:30][C:29]3[C:24](=[CH:25][C:26]([CH3:32])=[C:27]([CH3:31])[CH:28]=3)[CH2:23]2)=[CH:4][C:3]=1[N+:11]([O-:13])=[O:12])[C:5]1[CH:6]=[CH:7][CH:2]=[CH:3][CH:4]=1. (3) The product is: [CH2:14]([N:16]1[CH2:20][CH2:19][CH:18]([O:21][C:4]2[C:3]([C:1]#[N:2])=[CH:9][C:8]([N+:10]([O-:12])=[O:11])=[C:6]([CH:5]=2)[NH2:7])[CH2:17]1)[CH3:15]. Given the reactants [C:1]([C:3]1[CH:9]=[C:8]([N+:10]([O-:12])=[O:11])[C:6]([NH2:7])=[CH:5][C:4]=1F)#[N:2].[CH2:14]([N:16]1[CH2:20][CH2:19][CH:18]([OH:21])[CH2:17]1)[CH3:15].C(N(C(C)C)CC)(C)C, predict the reaction product. (4) The product is: [F:19][C:20]1[CH:21]=[C:22]([C:2]2[C:10]3[N:9]4[CH2:11][CH2:12][NH:13][C:14](=[O:15])[C:8]4=[C:7]([CH3:16])[C:6]=3[CH:5]=[C:4]([C:17]#[N:18])[CH:3]=2)[CH:23]=[CH:24][C:25]=1[CH3:26]. Given the reactants Br[C:2]1[C:10]2[N:9]3[CH2:11][CH2:12][NH:13][C:14](=[O:15])[C:8]3=[C:7]([CH3:16])[C:6]=2[CH:5]=[C:4]([C:17]#[N:18])[CH:3]=1.[F:19][C:20]1[CH:21]=[C:22](B(O)O)[CH:23]=[CH:24][C:25]=1[CH3:26], predict the reaction product.